Predict the product of the given reaction. From a dataset of Forward reaction prediction with 1.9M reactions from USPTO patents (1976-2016). Given the reactants [CH2:1]=[CH:2][CH2:3][CH2:4][CH2:5][CH2:6][CH2:7][CH3:8].[C:9]([OH:13])(=[O:12])[CH:10]=[CH2:11].CS(O)(=O)=O.COC1C=CC(O)=CC=1, predict the reaction product. The product is: [C:9]([O:13][CH2:1][CH2:2][CH2:3][CH2:4][CH2:5][CH2:6][CH2:7][CH3:8])(=[O:12])[CH:10]=[CH2:11].